Dataset: Catalyst prediction with 721,799 reactions and 888 catalyst types from USPTO. Task: Predict which catalyst facilitates the given reaction. (1) Reactant: [CH2:1]([O:3][C:4]([N:6]1[C:15]2[C:10](=[N:11][C:12]([O:16][CH3:17])=[CH:13][CH:14]=2)[C@@H:9]([NH2:18])[CH2:8][C@H:7]1[CH2:19][CH3:20])=[O:5])[CH3:2].C(N(C(C)C)CC)(C)C.[CH2:30]([O:37][C:38]([C:40]1[CH:45]=[N:44][C:43](Cl)=[CH:42][N:41]=1)=[O:39])[C:31]1[CH:36]=[CH:35][CH:34]=[CH:33][CH:32]=1. Product: [CH2:1]([O:3][C:4]([N:6]1[C:15]2[C:10](=[N:11][C:12]([O:16][CH3:17])=[CH:13][CH:14]=2)[C@@H:9]([NH:18][C:43]2[CH:42]=[N:41][C:40]([C:38]([O:37][CH2:30][C:31]3[CH:36]=[CH:35][CH:34]=[CH:33][CH:32]=3)=[O:39])=[CH:45][N:44]=2)[CH2:8][C@H:7]1[CH2:19][CH3:20])=[O:5])[CH3:2]. The catalyst class is: 12. (2) Reactant: C([N:8](CC1C=CC=CC=1)[C:9]1[CH:10]=[C:11]([C:15]([OH:18])([CH3:17])[CH3:16])[CH:12]=[CH:13][CH:14]=1)C1C=CC=CC=1. Product: [NH2:8][C:9]1[CH:10]=[C:11]([C:15]([OH:18])([CH3:16])[CH3:17])[CH:12]=[CH:13][CH:14]=1. The catalyst class is: 19.